This data is from Forward reaction prediction with 1.9M reactions from USPTO patents (1976-2016). The task is: Predict the product of the given reaction. (1) Given the reactants [C:1]12([O:8][C:7]3[CH:9]=[CH:10][C:11]([C:13]4([C:16]([O:18]C)=[O:17])[CH2:15][CH2:14]4)=[CH:12][C:6]=3[O:5]1)[CH2:4][CH2:3][CH2:2]2.[Li+].[OH-].Cl, predict the reaction product. The product is: [C:1]12([O:8][C:7]3[CH:9]=[CH:10][C:11]([C:13]4([C:16]([OH:18])=[O:17])[CH2:15][CH2:14]4)=[CH:12][C:6]=3[O:5]1)[CH2:2][CH2:3][CH2:4]2. (2) The product is: [Cl:1][C:2]1[CH:9]=[CH:8][C:5]([C:6](=[N:12][OH:11])[NH2:7])=[CH:4][CH:3]=1. Given the reactants [Cl:1][C:2]1[CH:9]=[CH:8][C:5]([C:6]#[N:7])=[CH:4][CH:3]=1.Cl.[OH:11][NH2:12].C(=O)([O-])[O-].[K+].[K+], predict the reaction product. (3) Given the reactants [Cl:1][C:2]1[C:7]([OH:8])=[C:6](I)[CH:5]=[C:4]([CH2:10][OH:11])[N:3]=1.[CH:12]([Sn](C=C)(C=C)C=C)=[CH2:13], predict the reaction product. The product is: [Cl:1][C:2]1[C:7]([OH:8])=[C:6]([CH:12]=[CH2:13])[CH:5]=[C:4]([CH2:10][OH:11])[N:3]=1. (4) The product is: [CH:1]([C:4]1[CH:9]=[CH:8][C:7]([C:10]2[C:21]3[C:20]([CH3:22])=[CH:19][C:18]4[CH2:17][CH2:16][CH2:15][C:14]=4[C:13]=3[O:12][CH:11]=2)=[CH:6][CH:5]=1)([CH3:3])[CH3:2]. Given the reactants [CH:1]([C:4]1[CH:9]=[CH:8][C:7]([C:10](=O)[CH2:11][O:12][C:13]2[CH:21]=[C:20]([CH3:22])[CH:19]=[C:18]3[C:14]=2[CH2:15][CH2:16][CH2:17]3)=[CH:6][CH:5]=1)([CH3:3])[CH3:2], predict the reaction product.